This data is from HIV replication inhibition screening data with 41,000+ compounds from the AIDS Antiviral Screen. The task is: Binary Classification. Given a drug SMILES string, predict its activity (active/inactive) in a high-throughput screening assay against a specified biological target. (1) The drug is O=C1N2CCN=C2c2ccccc2C1(O)c1ccccc1. The result is 0 (inactive). (2) The molecule is CC(C)(S)C(N)C(=O)O. The result is 0 (inactive). (3) The compound is Cc1c([N+](=O)[O-])oc2c1C(=O)NCCC2. The result is 0 (inactive).